From a dataset of Full USPTO retrosynthesis dataset with 1.9M reactions from patents (1976-2016). Predict the reactants needed to synthesize the given product. (1) Given the product [CH3:1][O:2][C:3](=[O:24])[CH2:4][C:5]1[CH:10]=[CH:9][CH:8]=[C:7]([O:11][C:12]2[CH:17]=[CH:16][C:15]([C:18]([F:20])([F:19])[F:21])=[CH:14][C:13]=2[CH2:22][NH:34][C@H:27]2[C:28]3[C:33](=[CH:32][CH:31]=[CH:30][CH:29]=3)[CH2:25][C@H:26]2[OH:35])[CH:6]=1, predict the reactants needed to synthesize it. The reactants are: [CH3:1][O:2][C:3](=[O:24])[CH2:4][C:5]1[CH:10]=[CH:9][CH:8]=[C:7]([O:11][C:12]2[CH:17]=[CH:16][C:15]([C:18]([F:21])([F:20])[F:19])=[CH:14][C:13]=2[CH:22]=O)[CH:6]=1.[CH2:25]1[C:33]2[C:28](=[CH:29][CH:30]=[CH:31][CH:32]=2)[C@H:27]([NH2:34])[C@@H:26]1[OH:35]. (2) Given the product [Br:24][C:25]1[CH:30]=[CH:29][C:28]([N:31]2[C:18]3[C:17](=[CH:16][C:15]([C:9]4[CH:8]=[C:7]([CH:12]=[C:11]([F:13])[C:10]=4[CH3:14])[C:5]([NH:4][CH:1]4[CH2:2][CH2:3]4)=[O:6])=[CH:20][CH:19]=3)[CH:22]=[N:32]2)=[CH:27][CH:26]=1, predict the reactants needed to synthesize it. The reactants are: [CH:1]1([NH:4][C:5]([C:7]2[CH:8]=[C:9]([C:15]3[CH:20]=[CH:19][C:18](F)=[C:17]([CH:22]=O)[CH:16]=3)[C:10]([CH3:14])=[C:11]([F:13])[CH:12]=2)=[O:6])[CH2:3][CH2:2]1.[Br:24][C:25]1[CH:30]=[CH:29][C:28]([NH:31][NH2:32])=[CH:27][CH:26]=1.